Dataset: Catalyst prediction with 721,799 reactions and 888 catalyst types from USPTO. Task: Predict which catalyst facilitates the given reaction. (1) Reactant: [Cl:1][CH2:2][C:3](Cl)=O.[Br:6][C:7]1[CH:16]=[C:15]2[C:10]([C:11]([NH:18][CH:19]([CH3:30])[CH2:20][CH2:21][O:22][Si:23]([C:26]([CH3:29])([CH3:28])[CH3:27])([CH3:25])[CH3:24])=[C:12]([NH2:17])[CH:13]=[N:14]2)=[CH:9][CH:8]=1. Product: [Br:6][C:7]1[CH:8]=[CH:9][C:10]2[C:11]3[N:18]([CH:19]([CH3:30])[CH2:20][CH2:21][O:22][Si:23]([C:26]([CH3:29])([CH3:28])[CH3:27])([CH3:25])[CH3:24])[C:3]([CH2:2][Cl:1])=[N:17][C:12]=3[CH:13]=[N:14][C:15]=2[CH:16]=1. The catalyst class is: 22. (2) Reactant: [F:1][C:2]([F:26])([F:25])[CH:3]([C:5]1[CH:10]=[CH:9][C:8]([CH2:11][CH2:12][CH2:13][N:14]2C(=O)C3C(=CC=CC=3)C2=O)=[CH:7][CH:6]=1)[OH:4].O.NN. Product: [NH2:14][CH2:13][CH2:12][CH2:11][C:8]1[CH:7]=[CH:6][C:5]([CH:3]([OH:4])[C:2]([F:25])([F:26])[F:1])=[CH:10][CH:9]=1. The catalyst class is: 5. (3) Reactant: [CH3:1][C:2]1[CH:11]=[C:10]([O:12][CH2:13][CH:14]2[CH2:19][CH2:18][N:17](C(OC(C)(C)C)=O)[CH2:16][CH2:15]2)[C:9]2[C:4](=[CH:5][CH:6]=[CH:7][CH:8]=2)[N:3]=1.Cl. Product: [CH3:1][C:2]1[CH:11]=[C:10]([O:12][CH2:13][CH:14]2[CH2:19][CH2:18][NH:17][CH2:16][CH2:15]2)[C:9]2[C:4](=[CH:5][CH:6]=[CH:7][CH:8]=2)[N:3]=1. The catalyst class is: 12.